This data is from Peptide-MHC class I binding affinity with 185,985 pairs from IEDB/IMGT. The task is: Regression. Given a peptide amino acid sequence and an MHC pseudo amino acid sequence, predict their binding affinity value. This is MHC class I binding data. The peptide sequence is IYCGFKFAW. The MHC is HLA-A02:06 with pseudo-sequence HLA-A02:06. The binding affinity (normalized) is 0.481.